The task is: Predict the reactants needed to synthesize the given product.. This data is from Full USPTO retrosynthesis dataset with 1.9M reactions from patents (1976-2016). (1) Given the product [OH:4][C@H:5]1[CH2:9][CH2:8][C@H:7](/[CH:10]=[CH:11]/[C@@H:12]([O:20][CH:21]2[CH2:26][CH2:25][CH2:24][CH2:23][O:22]2)[CH2:13][C@@H:14]([CH3:19])[CH2:15][CH2:16][CH2:17][CH3:18])[C@H:6]1[CH2:27][CH2:28][CH2:29][CH2:30][CH2:31][CH:32]([Se:37][C:38]1[CH:43]=[CH:42][CH:41]=[CH:40][CH:39]=1)[C:33]([O:35][CH3:36])=[O:34], predict the reactants needed to synthesize it. The reactants are: C([O:4][C@H:5]1[CH2:9][CH2:8][C@H:7](/[CH:10]=[CH:11]/[C@@H:12]([O:20][CH:21]2[CH2:26][CH2:25][CH2:24][CH2:23][O:22]2)[CH2:13][C@@H:14]([CH3:19])[CH2:15][CH2:16][CH2:17][CH3:18])[C@H:6]1[CH2:27][CH2:28][CH2:29][CH2:30][CH2:31][CH:32]([Se:37][C:38]1[CH:43]=[CH:42][CH:41]=[CH:40][CH:39]=1)[C:33]([O:35][CH3:36])=[O:34])(=O)C.C(=O)([O-])[O-].[K+].[K+]. (2) Given the product [C:23]([C:24]1[CH:25]=[C:26]([NH2:27])[N:21]([CH2:12][CH2:13][CH2:14][C:15]([F:16])([F:17])[F:18])[N:20]=1)([CH3:30])([CH3:29])[CH3:22], predict the reactants needed to synthesize it. The reactants are: CC1C=CC(S(O[CH2:12][CH2:13][CH2:14][C:15]([F:18])([F:17])[F:16])(=O)=O)=CC=1.O.[NH2:20][NH2:21].[CH3:22][C:23]([CH3:30])([CH3:29])[C:24](=O)[CH2:25][C:26]#[N:27]. (3) Given the product [NH:1]1[C:5]2[CH:6]=[CH:7][CH:8]=[C:9]([CH:10]([CH:24]([C:21]3[CH:22]=[CH:23][C:18]([Br:17])=[CH:19][C:20]=3[Cl:27])[C:25]#[N:26])[CH2:11][C:12]([O:14][CH2:15][CH3:16])=[O:13])[C:4]=2[N:3]=[CH:2]1, predict the reactants needed to synthesize it. The reactants are: [NH:1]1[C:5]2[CH:6]=[CH:7][CH:8]=[C:9]([CH:10]=[CH:11][C:12]([O:14][CH2:15][CH3:16])=[O:13])[C:4]=2[N:3]=[CH:2]1.[Br:17][C:18]1[CH:23]=[CH:22][C:21]([CH2:24][C:25]#[N:26])=[C:20]([Cl:27])[CH:19]=1. (4) Given the product [CH2:12]([O:19][CH:15]([O:14][CH2:13][C:22]1[CH:27]=[CH:26][CH:25]=[CH:24][CH:23]=1)[CH2:16][C:17]#[N:18])[C:2]1[CH:7]=[CH:6][CH:5]=[CH:4][CH:3]=1, predict the reactants needed to synthesize it. The reactants are: O.[C:2]1([CH3:12])[CH:7]=[CH:6][C:5](S(O)(=O)=O)=[CH:4][CH:3]=1.[CH3:13][O:14][CH:15]([O:19]C)[CH2:16][C:17]#[N:18].C(O)[C:22]1[CH:27]=[CH:26][CH:25]=[CH:24][CH:23]=1.C1(C)C=CC=CC=1. (5) Given the product [CH:7]([C:9]1[CH:14]=[CH:13][C:12]([C:2]2[N:3]=[CH:4][NH:5][CH:6]=2)=[CH:11][CH:10]=1)=[CH2:8], predict the reactants needed to synthesize it. The reactants are: I[C:2]1[N:3]=[CH:4][NH:5][CH:6]=1.[CH:7]([C:9]1[CH:14]=[CH:13][C:12](B(O)O)=[CH:11][CH:10]=1)=[CH2:8].C([O-])([O-])=O.[Na+].[Na+].